This data is from NCI-60 drug combinations with 297,098 pairs across 59 cell lines. The task is: Regression. Given two drug SMILES strings and cell line genomic features, predict the synergy score measuring deviation from expected non-interaction effect. (1) Drug 1: C1=CC(=CC=C1CCC2=CNC3=C2C(=O)NC(=N3)N)C(=O)NC(CCC(=O)O)C(=O)O. Drug 2: CC(C1=C(C=CC(=C1Cl)F)Cl)OC2=C(N=CC(=C2)C3=CN(N=C3)C4CCNCC4)N. Cell line: HT29. Synergy scores: CSS=39.8, Synergy_ZIP=0.362, Synergy_Bliss=0.350, Synergy_Loewe=-7.53, Synergy_HSA=1.29. (2) Drug 1: CC(CN1CC(=O)NC(=O)C1)N2CC(=O)NC(=O)C2. Drug 2: C1CC(=O)NC(=O)C1N2C(=O)C3=CC=CC=C3C2=O. Cell line: MOLT-4. Synergy scores: CSS=49.9, Synergy_ZIP=0.584, Synergy_Bliss=2.21, Synergy_Loewe=-7.17, Synergy_HSA=1.10. (3) Drug 1: CC12CCC(CC1=CCC3C2CCC4(C3CC=C4C5=CN=CC=C5)C)O. Drug 2: CCC(=C(C1=CC=CC=C1)C2=CC=C(C=C2)OCCN(C)C)C3=CC=CC=C3.C(C(=O)O)C(CC(=O)O)(C(=O)O)O. Cell line: UO-31. Synergy scores: CSS=45.6, Synergy_ZIP=15.5, Synergy_Bliss=16.8, Synergy_Loewe=18.4, Synergy_HSA=18.6. (4) Drug 1: CC12CCC(CC1=CCC3C2CCC4(C3CC=C4C5=CN=CC=C5)C)O. Drug 2: CC1=C(C=C(C=C1)NC(=O)C2=CC=C(C=C2)CN3CCN(CC3)C)NC4=NC=CC(=N4)C5=CN=CC=C5. Cell line: NCI-H460. Synergy scores: CSS=2.93, Synergy_ZIP=13.3, Synergy_Bliss=11.9, Synergy_Loewe=9.60, Synergy_HSA=9.85. (5) Drug 1: CC1=C(C=C(C=C1)C(=O)NC2=CC(=CC(=C2)C(F)(F)F)N3C=C(N=C3)C)NC4=NC=CC(=N4)C5=CN=CC=C5. Drug 2: C1=CN(C=N1)CC(O)(P(=O)(O)O)P(=O)(O)O. Cell line: CCRF-CEM. Synergy scores: CSS=-7.39, Synergy_ZIP=4.05, Synergy_Bliss=3.02, Synergy_Loewe=-5.34, Synergy_HSA=-5.24. (6) Drug 1: C1=CC=C(C=C1)NC(=O)CCCCCCC(=O)NO. Drug 2: B(C(CC(C)C)NC(=O)C(CC1=CC=CC=C1)NC(=O)C2=NC=CN=C2)(O)O. Cell line: SK-MEL-5. Synergy scores: CSS=48.4, Synergy_ZIP=-2.50, Synergy_Bliss=4.18, Synergy_Loewe=-24.6, Synergy_HSA=-2.24. (7) Drug 1: C1=CC(=C2C(=C1NCCNCCO)C(=O)C3=C(C=CC(=C3C2=O)O)O)NCCNCCO. Drug 2: C1CN1P(=S)(N2CC2)N3CC3. Cell line: UO-31. Synergy scores: CSS=26.6, Synergy_ZIP=-9.43, Synergy_Bliss=-0.605, Synergy_Loewe=-19.0, Synergy_HSA=1.66. (8) Drug 1: CC1=C(C=C(C=C1)NC2=NC=CC(=N2)N(C)C3=CC4=NN(C(=C4C=C3)C)C)S(=O)(=O)N.Cl. Drug 2: CC1=C2C(C(=O)C3(C(CC4C(C3C(C(C2(C)C)(CC1OC(=O)C(C(C5=CC=CC=C5)NC(=O)OC(C)(C)C)O)O)OC(=O)C6=CC=CC=C6)(CO4)OC(=O)C)OC)C)OC. Cell line: SK-MEL-2. Synergy scores: CSS=56.7, Synergy_ZIP=12.7, Synergy_Bliss=13.9, Synergy_Loewe=-22.4, Synergy_HSA=12.1. (9) Synergy scores: CSS=3.06, Synergy_ZIP=3.03, Synergy_Bliss=6.11, Synergy_Loewe=1.99, Synergy_HSA=1.97. Cell line: ACHN. Drug 2: C(CCl)NC(=O)N(CCCl)N=O. Drug 1: C1CCN(CC1)CCOC2=CC=C(C=C2)C(=O)C3=C(SC4=C3C=CC(=C4)O)C5=CC=C(C=C5)O. (10) Drug 1: C1=NC2=C(N1)C(=S)N=CN2. Drug 2: B(C(CC(C)C)NC(=O)C(CC1=CC=CC=C1)NC(=O)C2=NC=CN=C2)(O)O. Cell line: HOP-62. Synergy scores: CSS=64.1, Synergy_ZIP=0.0368, Synergy_Bliss=-1.81, Synergy_Loewe=-2.46, Synergy_HSA=-1.48.